From a dataset of Forward reaction prediction with 1.9M reactions from USPTO patents (1976-2016). Predict the product of the given reaction. Given the reactants [C:1]([O:5][C:6]([NH:8][CH2:9][C:10]1[CH:11]=[C:12]([C:17]2[S:18][C:19](Cl)=[C:20]([C:22]([NH:24][C:25]3[CH:30]=[CH:29][CH:28]=[CH:27][C:26]=3[CH2:31][C:32]([O:34][C:35]([CH3:38])([CH3:37])[CH3:36])=[O:33])=[O:23])[N:21]=2)[CH:13]=[C:14]([F:16])[CH:15]=1)=[O:7])([CH3:4])([CH3:3])[CH3:2].B1(C=C)OB([CH:46]=[CH2:47])OB(C=C)O1.C1C=CN=CC=1.C([O-])([O-])=O.[K+].[K+], predict the reaction product. The product is: [C:1]([O:5][C:6]([NH:8][CH2:9][C:10]1[CH:11]=[C:12]([C:17]2[S:18][C:19]([CH:46]=[CH2:47])=[C:20]([C:22]([NH:24][C:25]3[CH:30]=[CH:29][CH:28]=[CH:27][C:26]=3[CH2:31][C:32]([O:34][C:35]([CH3:38])([CH3:37])[CH3:36])=[O:33])=[O:23])[N:21]=2)[CH:13]=[C:14]([F:16])[CH:15]=1)=[O:7])([CH3:4])([CH3:3])[CH3:2].